Predict the reaction yield, written as a fraction of the theoretical maximum amount of product (1.0 means a 100% yield; for example, 0.34 means a 34% yield). From a dataset of Reaction yield outcomes from USPTO patents with 853,638 reactions. The reactants are N(CCC1C=CC(F)=CC=1)=[N+]=[N-].[N:13]([CH2:16][C:17]1[CH:22]=[CH:21][C:20]([F:23])=[CH:19][CH:18]=1)=[N+:14]=[N-:15].[CH2:24]([NH:31][C:32]([C:34]1[S:38][C:37]([C:39]#[CH:40])=[N:36][C:35]=1[CH3:41])=[O:33])[C:25]1[CH:30]=[CH:29][CH:28]=[CH:27][CH:26]=1. No catalyst specified. The product is [CH2:24]([NH:31][C:32]([C:34]1[S:38][C:37]([C:39]2[N:15]=[N:14][N:13]([CH2:16][C:17]3[CH:22]=[CH:21][C:20]([F:23])=[CH:19][CH:18]=3)[CH:40]=2)=[N:36][C:35]=1[CH3:41])=[O:33])[C:25]1[CH:26]=[CH:27][CH:28]=[CH:29][CH:30]=1. The yield is 0.590.